This data is from Microsomal clearance measurements from AstraZeneca. The task is: Regression/Classification. Given a drug SMILES string, predict its absorption, distribution, metabolism, or excretion properties. Task type varies by dataset: regression for continuous measurements (e.g., permeability, clearance, half-life) or binary classification for categorical outcomes (e.g., BBB penetration, CYP inhibition). For this dataset (clearance_microsome_az), we predict log10(clearance) (log10 of the in vitro intrinsic clearance, CLint, in uL/min per mg of human liver microsomal protein, equivalently mL/min/g; values are censored to the assay range of 3 to 150, which is 0.477 to 2.18 on this log10 scale). The drug is CC(C)(C)c1ccc2c(c1)CC[C@H]2NC(=O)Nc1cccc2[nH]ncc12. The log10(clearance) is 0.920.